From a dataset of Catalyst prediction with 721,799 reactions and 888 catalyst types from USPTO. Predict which catalyst facilitates the given reaction. Reactant: CN(C)C=O.[Cl:6][C:7]1[C:8](Cl)=[N:9][CH:10]=[C:11]([CH:15]=1)[C:12]([OH:14])=[O:13].[CH:17]1([OH:23])[CH2:22][CH2:21][CH2:20][CH2:19][CH2:18]1.[H-].[Na+]. Product: [Cl:6][C:7]1[C:8]([O:23][CH:17]2[CH2:22][CH2:21][CH2:20][CH2:19][CH2:18]2)=[N:9][CH:10]=[C:11]([CH:15]=1)[C:12]([OH:14])=[O:13]. The catalyst class is: 86.